This data is from Catalyst prediction with 721,799 reactions and 888 catalyst types from USPTO. The task is: Predict which catalyst facilitates the given reaction. (1) Reactant: [Cl:1][C:2]1[CH:3]=[C:4]([N:9]2[CH:13]=[C:12]([CH2:14][NH2:15])[N:11]=[CH:10]2)[CH:5]=[CH:6][C:7]=1[Cl:8].C(N(CC)CC)C.[C:23](Cl)(=[O:25])[CH3:24]. Product: [Cl:1][C:2]1[CH:3]=[C:4]([N:9]2[CH:13]=[C:12]([CH2:14][NH:15][C:23](=[O:25])[CH3:24])[N:11]=[CH:10]2)[CH:5]=[CH:6][C:7]=1[Cl:8]. The catalyst class is: 1. (2) Reactant: [C:1]([C:3]1[CH:11]=[C:10]2[C:6]([C:7]([CH3:19])=[N:8][N:9]2[C:12]2[CH:17]=[CH:16][N:15]=[C:14]([NH2:18])[N:13]=2)=[CH:5][CH:4]=1)#[CH:2].[Li+].CC([N-]C(C)C)C.[O:28]1[CH2:33][CH2:32][CH2:31][CH2:30][CH:29]1[N:34]1[CH:38]=[N:37][C:36]([C:39](=[O:41])[CH3:40])=[N:35]1. Product: [NH2:18][C:14]1[N:13]=[C:12]([N:9]2[C:10]3[C:6](=[CH:5][CH:4]=[C:3]([C:1]#[C:2][C:39]([C:36]4[N:37]=[CH:38][N:34]([CH:29]5[CH2:30][CH2:31][CH2:32][CH2:33][O:28]5)[N:35]=4)([OH:41])[CH3:40])[CH:11]=3)[C:7]([CH3:19])=[N:8]2)[CH:17]=[CH:16][N:15]=1. The catalyst class is: 1. (3) Reactant: [CH3:1][S:2](Cl)(=[O:4])=[O:3].[N:6]1[N:7]([CH2:15][CH2:16][C:17]#[C:18][C:19]2[N:24]=[C:23]([NH2:25])[CH:22]=[CH:21][CH:20]=2)[N:8]=[C:9]2[CH:14]=[CH:13][CH:12]=[CH:11][C:10]=12.CCN(CC)CC. Product: [CH3:1][S:2]([N:25]([C:23]1[CH:22]=[CH:21][CH:20]=[C:19]([C:18]#[C:17][CH2:16][CH2:15][N:7]2[N:8]=[C:9]3[CH:14]=[CH:13][CH:12]=[CH:11][C:10]3=[N:6]2)[N:24]=1)[S:2]([CH3:1])(=[O:4])=[O:3])(=[O:4])=[O:3]. The catalyst class is: 2. (4) Reactant: Br[C:2]1[CH:7]=[CH:6][N:5]=[C:4]([Cl:8])[CH:3]=1.[Li]CCCC.[C:14]1(=[O:18])[CH2:17][CH2:16][CH2:15]1.[NH4+].[Cl-]. Product: [Cl:8][C:4]1[CH:3]=[C:2]([C:14]2([OH:18])[CH2:17][CH2:16][CH2:15]2)[CH:7]=[CH:6][N:5]=1. The catalyst class is: 1. (5) Reactant: ClC(OC1C=CC=CC=1)=O.NC1C(C)=CC(Cl)=CC=1C(O)=O.[Cl:23][C:24]1[CH:25]=[C:26]([CH3:43])[C:27]([NH:33][C:34]([O:36]C2C=CC=CC=2)=[O:35])=[C:28]([CH:32]=1)[C:29]([OH:31])=O. Product: [Cl:23][C:24]1[CH:25]=[C:26]([CH3:43])[C:27]2[NH:33][C:34](=[O:35])[O:36][C:29](=[O:31])[C:28]=2[CH:32]=1. The catalyst class is: 1.